From a dataset of Reaction yield outcomes from USPTO patents with 853,638 reactions. Predict the reaction yield, written as a fraction of the theoretical maximum amount of product (1.0 means a 100% yield; for example, 0.34 means a 34% yield). (1) The reactants are [CH3:1][O:2][C:3]([C:5]1([C:8]2[CH:13]=[CH:12][C:11]([O:14][CH3:15])=[C:10]([CH2:16]Cl)[CH:9]=2)[CH2:7][CH2:6]1)=[O:4].C([O-])([O-])=[O:19].[Na+].[Na+].Cl. The catalyst is O.[N+](CCCC)(CCCC)(CCCC)CCCC.[Br-]. The product is [CH3:1][O:2][C:3]([C:5]1([C:8]2[CH:13]=[CH:12][C:11]([O:14][CH3:15])=[C:10]([CH2:16][OH:19])[CH:9]=2)[CH2:7][CH2:6]1)=[O:4]. The yield is 0.390. (2) The reactants are [CH3:1][N:2]([CH2:11][C:12]1[CH:13]=[C:14]([C:18]2[CH:23]=[CH:22][C:21]([CH2:24][CH:25]([C:30]([O:32]C)=O)[C:26]([O:28]C)=[O:27])=[CH:20][CH:19]=2)[CH:15]=[CH:16][CH:17]=1)[C:3]([C:5]1[CH:10]=[CH:9][CH:8]=[CH:7][CH:6]=1)=[O:4].C(=O)([O-])[O-].[Na+].[Na+].Cl.[NH2:41][OH:42].Cl. The catalyst is O1CCCC1.CO. The product is [OH:42][NH:41][C:30](=[O:32])[CH:25]([CH2:24][C:21]1[CH:20]=[CH:19][C:18]([C:14]2[CH:15]=[CH:16][CH:17]=[C:12]([CH2:11][N:2]([CH3:1])[C:3]([C:5]3[CH:10]=[CH:9][CH:8]=[CH:7][CH:6]=3)=[O:4])[CH:13]=2)=[CH:23][CH:22]=1)[C:26]([OH:28])=[O:27]. The yield is 0.720. (3) The reactants are Cl[C:2]1[N:10]=[CH:9][N:8]=[C:7]2[C:3]=1[N:4]=[CH:5][N:6]2[C@H:11]1[C@@H:15]2[O:16]C(C)(C)[O:18][C@@H:14]2[C@@H:13]([CH2:21][NH:22][S:23]([NH2:26])(=[O:25])=[O:24])[O:12]1.[F:27][C:28]1[CH:35]=[CH:34][C:31]([CH2:32][NH2:33])=[CH:30][CH:29]=1.CCN(C(C)C)C(C)C. The catalyst is CCO. The product is [F:27][C:28]1[CH:35]=[CH:34][C:31]([CH2:32][NH:33][C:2]2[N:10]=[CH:9][N:8]=[C:7]3[C:3]=2[N:4]=[CH:5][N:6]3[C@@H:11]2[O:12][C@H:13]([CH2:21][NH:22][S:23]([NH2:26])(=[O:24])=[O:25])[C@@H:14]([OH:18])[C@H:15]2[OH:16])=[CH:30][CH:29]=1. The yield is 0.230. (4) The reactants are [CH3:1][O:2][C:3]1[N:10]=[C:9]([CH3:11])[CH:8]=[C:7]([O:12][CH3:13])[C:4]=1[C:5]#[N:6].[CH3:14][C:15]([O:18][C:19](O[C:19]([O:18][C:15]([CH3:17])([CH3:16])[CH3:14])=[O:20])=[O:20])([CH3:17])[CH3:16]. The catalyst is C1COCC1.CO.[Ni]. The product is [C:15]([O:18][C:19](=[O:20])[NH:6][CH2:5][C:4]1[C:3]([O:2][CH3:1])=[N:10][C:9]([CH3:11])=[CH:8][C:7]=1[O:12][CH3:13])([CH3:17])([CH3:16])[CH3:14]. The yield is 0.880. (5) The reactants are [CH:1]1([Mg]Br)[CH2:3][CH2:2]1.[Cl:6][C:7]1[CH:8]=[CH:9][C:10]([C:29](OC)=[O:30])=[C:11]2[C:15]=1[N:14]=[C:13]1[N:16]([C:20]3[C:25]([CH3:26])=[CH:24][C:23]([Cl:27])=[CH:22][C:21]=3[Cl:28])[CH2:17][CH2:18][CH2:19][N:12]21.O1[CH2:37][CH2:36][CH2:35]C1. No catalyst specified. The product is [Cl:6][C:7]1[C:15]2[N:14]=[C:13]3[N:16]([C:20]4[C:25]([CH3:26])=[CH:24][C:23]([Cl:27])=[CH:22][C:21]=4[Cl:28])[CH2:17][CH2:18][CH2:19][N:12]3[C:11]=2[C:10]([C:29]([CH:35]2[CH2:36][CH2:37]2)([CH:1]2[CH2:3][CH2:2]2)[OH:30])=[CH:9][CH:8]=1. The yield is 0.800. (6) The reactants are [CH3:1][C:2]1[CH:6]=[C:5]([C:7]([OH:9])=O)[N:4]([CH2:10][C:11]([F:14])([F:13])[F:12])[N:3]=1.O1CCCC1.S(Cl)(Cl)=O.[NH2:24][C:25]1[CH:26]=[C:27]([CH:44]=[CH:45][C:46]=1[CH3:47])[O:28][C:29]1[CH:30]=[CH:31][C:32]2[N:33]([N:35]=[C:36]([NH:38][C:39]([CH:41]3[CH2:43][CH2:42]3)=[O:40])[N:37]=2)[CH:34]=1. The catalyst is CN(C)C=O.CN(C)C(=O)C. The product is [CH:41]1([C:39]([NH:38][C:36]2[N:37]=[C:32]3[CH:31]=[CH:30][C:29]([O:28][C:27]4[CH:44]=[CH:45][C:46]([CH3:47])=[C:25]([NH:24][C:7]([C:5]5[N:4]([CH2:10][C:11]([F:14])([F:13])[F:12])[N:3]=[C:2]([CH3:1])[CH:6]=5)=[O:9])[CH:26]=4)=[CH:34][N:33]3[N:35]=2)=[O:40])[CH2:42][CH2:43]1. The yield is 0.810. (7) The reactants are [Cl:1][C:2]1[C:12]([CH:13]=O)=[CH:11][C:5]2[NH:6][C:7](=[O:10])[CH2:8][S:9][C:4]=2[CH:3]=1.[CH3:15][O:16][C:17]1[CH:26]=[C:25]2[C:20]([N:21]=[CH:22][C:23]([S:27][CH2:28][CH2:29][N:30]3[CH2:35][CH2:34][CH:33]([NH2:36])[CH2:32][CH2:31]3)=[N:24]2)=[CH:19][CH:18]=1. No catalyst specified. The product is [Cl:1][C:2]1[C:12]([CH2:13][NH:36][CH:33]2[CH2:32][CH2:31][N:30]([CH2:29][CH2:28][S:27][C:23]3[CH:22]=[N:21][C:20]4[C:25](=[CH:26][C:17]([O:16][CH3:15])=[CH:18][CH:19]=4)[N:24]=3)[CH2:35][CH2:34]2)=[CH:11][C:5]2[NH:6][C:7](=[O:10])[CH2:8][S:9][C:4]=2[CH:3]=1. The yield is 0.350.